This data is from Full USPTO retrosynthesis dataset with 1.9M reactions from patents (1976-2016). The task is: Predict the reactants needed to synthesize the given product. (1) Given the product [CH3:51][O:50][C:44]1[CH:45]=[C:46]([O:48][CH3:49])[CH:47]=[C:3]([O:2][CH3:1])[C:4]=1[CH:5]=[CH:6][CH:7]([S:17]([CH:20]([CH:30]=[CH:31][C:32]1[C:33]([O:42][CH3:43])=[CH:34][C:35]([O:40][CH3:41])=[CH:36][C:37]=1[O:38][CH3:39])[C:21]1[CH2:22]/[C:23](=[N:29]\[C:58]2[CH:57]=[CH:56][C:55]([N+:52]([O-:54])=[O:53])=[CH:62][CH:61]=2)/[C:24]([O:27][CH3:28])=[CH:25][CH:26]=1)(=[O:19])=[O:18])[C:8]1[CH2:9]/[C:10](=[N:16]\[C:58]2[CH:61]=[CH:62][C:55]([N+:52]([O-:54])=[O:53])=[CH:56][CH:57]=2)/[C:11]([O:14][CH3:15])=[CH:12][CH:13]=1, predict the reactants needed to synthesize it. The reactants are: [CH3:1][O:2][C:3]1[CH:47]=[C:46]([O:48][CH3:49])[CH:45]=[C:44]([O:50][CH3:51])[C:4]=1[CH:5]=[CH:6][CH:7]([S:17]([CH:20]([CH:30]=[CH:31][C:32]1[C:37]([O:38][CH3:39])=[CH:36][C:35]([O:40][CH3:41])=[CH:34][C:33]=1[O:42][CH3:43])[C:21]1[CH:26]=[CH:25][C:24]([O:27][CH3:28])=[C:23]([NH2:29])[CH:22]=1)(=[O:19])=[O:18])[C:8]1[CH:13]=[CH:12][C:11]([O:14][CH3:15])=[C:10]([NH2:16])[CH:9]=1.[N+:52]([C:55]1[CH:62]=[CH:61][C:58](C=O)=[CH:57][CH:56]=1)([O-:54])=[O:53]. (2) Given the product [CH3:13][O:15][C:16](=[O:24])[C:45]1[CH:39]=[CH:40][C:41]([CH3:25])=[C:42]([NH:43][C:7](=[O:9])[C:6]2[CH:10]=[CH:11][CH:12]=[C:4]([N+:1]([O-:3])=[O:2])[CH:5]=2)[CH:44]=1, predict the reactants needed to synthesize it. The reactants are: [N+:1]([C:4]1[CH:5]=[C:6]([CH:10]=[CH:11][CH:12]=1)[C:7]([OH:9])=O)([O-:3])=[O:2].[CH2:13]([O:15][C:16](=[O:24])C1C=CC(N)=CC=1)C.[CH:25]1C2C(=CC=CC=2)C=CC=1C(O)=O.I[C:39]1[CH:45]=[CH:44][C:42]([NH2:43])=[CH:41][CH:40]=1. (3) The reactants are: [CH3:1][C@H:2]1[O:7][C@@H:6]([CH3:8])[CH2:5][N:4]([CH2:9][CH2:10]O)[CH2:3]1.O=S(Cl)[Cl:14]. Given the product [ClH:14].[Cl:14][CH2:10][CH2:9][N:4]1[CH2:3][C@H:2]([CH3:1])[O:7][C@H:6]([CH3:8])[CH2:5]1, predict the reactants needed to synthesize it. (4) Given the product [CH3:1][N:2]1[C:14]2[C:13](=[O:15])[C:12]3[CH:11]=[C:10]([CH2:16][C:17]4[CH:18]=[C:19]([CH:22]=[CH:23][CH:24]=4)[C:20]([NH2:21])=[O:25])[CH:9]=[CH:8][C:7]=3[NH:6][C:5]=2[CH:4]=[N:3]1, predict the reactants needed to synthesize it. The reactants are: [CH3:1][N:2]1[C:14]2[C:13](=[O:15])[C:12]3[CH:11]=[C:10]([CH2:16][C:17]4[CH:18]=[C:19]([CH:22]=[CH:23][CH:24]=4)[C:20]#[N:21])[CH:9]=[CH:8][C:7]=3[NH:6][C:5]=2[CH:4]=[N:3]1.[OH-:25].[K+].[Cl-].[NH4+]. (5) Given the product [NH:29]1[CH2:28][CH:27]([NH:26][C:3]2[C:2]([F:1])=[CH:7][N:6]=[C:5]([C:8]3[CH:12]=[C:11]([C:13]4[CH:17]=[CH:16][O:15][N:14]=4)[N:10]([CH2:18][C:19]4[CH:24]=[CH:23][CH:22]=[CH:21][C:20]=4[F:25])[N:9]=3)[N:4]=2)[CH2:30]1.[ClH:38].[NH:29]1[CH2:28][CH:27]([NH:26][C:3]2[C:2]([F:1])=[CH:7][N:6]=[C:5]([C:8]3[CH:12]=[C:11]([C:13]4[CH:17]=[CH:16][O:15][N:14]=4)[N:10]([CH2:18][C:19]4[CH:24]=[CH:23][CH:22]=[CH:21][C:20]=4[F:25])[N:9]=3)[N:4]=2)[CH2:30]1, predict the reactants needed to synthesize it. The reactants are: [F:1][C:2]1[C:3]([NH:26][CH:27]2[CH2:30][N:29](C(OC(C)(C)C)=O)[CH2:28]2)=[N:4][C:5]([C:8]2[CH:12]=[C:11]([C:13]3[CH:17]=[CH:16][O:15][N:14]=3)[N:10]([CH2:18][C:19]3[CH:24]=[CH:23][CH:22]=[CH:21][C:20]=3[F:25])[N:9]=2)=[N:6][CH:7]=1.[ClH:38]. (6) Given the product [OH:21][C:22]1[C:27]([CH3:28])=[C:26]([O:29][CH2:2][CH2:3][CH2:4][CH2:5][N:6]2[C:14]3[C:9](=[CH:10][CH:11]=[CH:12][CH:13]=3)[CH:8]=[C:7]2[C:15]2[CH:20]=[CH:19][CH:18]=[CH:17][CH:16]=2)[CH:25]=[CH:24][C:23]=1[C:30](=[O:35])[CH2:31][CH:32]([CH3:33])[CH3:34], predict the reactants needed to synthesize it. The reactants are: Br[CH2:2][CH2:3][CH2:4][CH2:5][N:6]1[C:14]2[C:9](=[CH:10][CH:11]=[CH:12][CH:13]=2)[CH:8]=[C:7]1[C:15]1[CH:20]=[CH:19][CH:18]=[CH:17][CH:16]=1.[OH:21][C:22]1[C:27]([CH3:28])=[C:26]([OH:29])[CH:25]=[CH:24][C:23]=1[C:30](=[O:35])[CH2:31][CH:32]([CH3:34])[CH3:33]. (7) Given the product [NH:12]1[C:16]2[CH:17]=[CH:18][CH:19]=[CH:20][C:15]=2[N:14]=[C:13]1[CH2:21][NH:22][CH:23]1[CH2:28][CH2:27][CH:26]([N:29]([CH2:10][C:2]2[NH:1][C:9]3[C:4]([CH:3]=2)=[CH:5][CH:6]=[CH:7][CH:8]=3)[CH:30]2[C:39]3[N:38]=[CH:37][CH:36]=[CH:35][C:34]=3[CH2:33][CH2:32][CH2:31]2)[CH2:25][CH2:24]1, predict the reactants needed to synthesize it. The reactants are: [NH:1]1[C:9]2[C:4](=[CH:5][CH:6]=[CH:7][CH:8]=2)[CH:3]=[C:2]1[CH:10]=O.[NH:12]1[C:16]2[CH:17]=[CH:18][CH:19]=[CH:20][C:15]=2[N:14]=[C:13]1[CH2:21][NH:22][CH:23]1[CH2:28][CH2:27][CH:26]([NH:29][CH:30]2[C:39]3[N:38]=[CH:37][CH:36]=[CH:35][C:34]=3[CH2:33][CH2:32][CH2:31]2)[CH2:25][CH2:24]1.[BH4-].[Na+].